Dataset: Catalyst prediction with 721,799 reactions and 888 catalyst types from USPTO. Task: Predict which catalyst facilitates the given reaction. (1) Reactant: [Cl:1][C:2]1[CH:7]=[CH:6][C:5]([CH:8]2[CH2:14][CH:13]3[N:15]([CH3:16])[CH:10]([CH2:11][CH2:12]3)[CH:9]2[OH:17])=[CH:4][CH:3]=1.[H-].[Na+].Br[CH2:21][C:22]1[CH:31]=[CH:30][C:29]2[C:24](=[CH:25][CH:26]=[CH:27][CH:28]=2)[CH:23]=1. Product: [Cl:1][C:2]1[CH:3]=[CH:4][C:5]([CH:8]2[CH2:14][CH:13]3[N:15]([CH3:16])[CH:10]([CH2:11][CH2:12]3)[CH:9]2[O:17][CH2:21][C:22]2[CH:31]=[CH:30][C:29]3[C:24](=[CH:25][CH:26]=[CH:27][CH:28]=3)[CH:23]=2)=[CH:6][CH:7]=1. The catalyst class is: 7. (2) Product: [Si:17]([O:1][C@H:2]([CH3:11])[CH2:3][CH2:4][CH2:5][C:6]([O:8][CH2:9][CH3:10])=[O:7])([C:20]([CH3:23])([CH3:22])[CH3:21])([CH3:19])[CH3:18]. Reactant: [OH:1][C@H:2]([CH3:11])[CH2:3][CH2:4][CH2:5][C:6]([O:8][CH2:9][CH3:10])=[O:7].N1C=CN=C1.[Si:17](Cl)([C:20]([CH3:23])([CH3:22])[CH3:21])([CH3:19])[CH3:18]. The catalyst class is: 3. (3) Reactant: [BH4-].[Na+].[Br:3][C:4]1[C:9]([O:10][CH3:11])=[CH:8][C:7]([NH:12][C:13](=[O:15])[CH3:14])=[C:6]([C:16](=O)[C:17]2[CH:22]=[CH:21][C:20]([CH2:23][CH3:24])=[CH:19][CH:18]=2)[CH:5]=1. Product: [Br:3][C:4]1[C:9]([O:10][CH3:11])=[CH:8][C:7]([NH:12][C:13](=[O:15])[CH3:14])=[C:6]([CH2:16][C:17]2[CH:18]=[CH:19][C:20]([CH2:23][CH3:24])=[CH:21][CH:22]=2)[CH:5]=1. The catalyst class is: 8.